From a dataset of Catalyst prediction with 721,799 reactions and 888 catalyst types from USPTO. Predict which catalyst facilitates the given reaction. (1) Reactant: OO.[O:3]=[C:4]([CH3:19])[CH2:5][C:6]([NH:8][C:9]1[CH:14]=[CH:13][C:12]([C:15]([F:18])([F:17])[F:16])=[CH:11][CH:10]=1)=[O:7].[Br-:20].[K+].Cl. The catalyst class is: 93. Product: [Br:20][CH:5]([C:4](=[O:3])[CH3:19])[C:6]([NH:8][C:9]1[CH:14]=[CH:13][C:12]([C:15]([F:16])([F:17])[F:18])=[CH:11][CH:10]=1)=[O:7]. (2) Reactant: [Cl:1][C:2]1[CH:10]=[CH:9][C:8]([C:11]2[N:12]([C:22]([O:24][C:25]([CH3:28])([CH3:27])[CH3:26])=[O:23])[C:13]3[C:18]([CH:19]=2)=[CH:17][C:16]([CH:20]=O)=[CH:15][CH:14]=3)=[C:7]2[C:3]=1[CH2:4][NH:5][C:6]2=[O:29].[NH2:30][C:31]1[CH:39]=[CH:38][C:34]([CH2:35][CH2:36][OH:37])=[CH:33][CH:32]=1.C(O)(=O)C.C(O[BH-](OC(=O)C)OC(=O)C)(=O)C.[Na+].Cl. Product: [Cl:1][C:2]1[CH:10]=[CH:9][C:8]([C:11]2[N:12]([C:22]([O:24][C:25]([CH3:28])([CH3:27])[CH3:26])=[O:23])[C:13]3[C:18]([CH:19]=2)=[CH:17][C:16]([CH2:20][NH:30][C:31]2[CH:39]=[CH:38][C:34]([CH2:35][CH2:36][OH:37])=[CH:33][CH:32]=2)=[CH:15][CH:14]=3)=[C:7]2[C:3]=1[CH2:4][NH:5][C:6]2=[O:29]. The catalyst class is: 10. (3) Reactant: C(O)C.[NH2:4][OH:5].[CH3:6][O:7][CH2:8][C:9]1[CH:14]=[CH:13][C:12]([C:15]2[CH:20]=[CH:19][C:18]([C:21](=[O:33])[N:22]([CH:24]([C:29]([NH:31][CH3:32])=[O:30])[C:25](OC)=[O:26])[CH3:23])=[CH:17][CH:16]=2)=[CH:11][CH:10]=1. Product: [OH:5][NH:4][C:25](=[O:26])[CH:24]([N:22]([C:21]([C:18]1[CH:19]=[CH:20][C:15]([C:12]2[CH:11]=[CH:10][C:9]([CH2:8][O:7][CH3:6])=[CH:14][CH:13]=2)=[CH:16][CH:17]=1)=[O:33])[CH3:23])[C:29]([NH:31][CH3:32])=[O:30]. The catalyst class is: 7. (4) The catalyst class is: 162. Reactant: C[O:2][C:3](=O)[CH2:4][C:5]1[C:6](=[O:18])[N:7]([C:12]2[CH:17]=[CH:16][CH:15]=[CH:14][CH:13]=2)[N:8]([CH3:11])[C:9]=1[CH3:10].[BH4-].[Na+]. Product: [OH:2][CH2:3][CH2:4][C:5]1[C:6](=[O:18])[N:7]([C:12]2[CH:17]=[CH:16][CH:15]=[CH:14][CH:13]=2)[N:8]([CH3:11])[C:9]=1[CH3:10]. (5) Reactant: [Cl:1][CH2:2][C:3]([CH2:5]Cl)=O.[NH2:7][C:8]([NH2:10])=[S:9]. Product: [ClH:1].[Cl:1][CH2:2][C:3]1[N:7]=[C:8]([NH2:10])[S:9][CH:5]=1. The catalyst class is: 21. (6) Reactant: C([C:5]1[C:10]2[CH2:11][C:12]([CH3:15])([CH3:14])[O:13][C:9]=2[CH:8]=[C:7]([C:16]([CH3:19])([CH3:18])[CH3:17])[C:6]=1[OH:20])(C)(C)C.CS(O)(=O)=O.C(=O)(O)[O-].[Na+]. Product: [C:16]([C:7]1[C:6]([OH:20])=[CH:5][C:10]2[CH2:11][C:12]([CH3:15])([CH3:14])[O:13][C:9]=2[CH:8]=1)([CH3:19])([CH3:17])[CH3:18]. The catalyst class is: 22. (7) Reactant: [Cl:1][C:2]1[CH:7]=[CH:6][C:5]([N:8]2[CH2:11][CH2:10][C@H:9]2[C:12]([OH:14])=O)=[CH:4][CH:3]=1.[NH2:15][C:16]1[CH:20]=[C:19]([C:21]([CH3:24])([CH3:23])[CH3:22])[O:18][N:17]=1.P(Cl)(Cl)(Cl)=O. Product: [C:21]([C:19]1[O:18][N:17]=[C:16]([NH:15][C:12]([C@@H:9]2[CH2:10][CH2:11][N:8]2[C:5]2[CH:4]=[CH:3][C:2]([Cl:1])=[CH:7][CH:6]=2)=[O:14])[CH:20]=1)([CH3:24])([CH3:23])[CH3:22]. The catalyst class is: 300.